From a dataset of Full USPTO retrosynthesis dataset with 1.9M reactions from patents (1976-2016). Predict the reactants needed to synthesize the given product. Given the product [N:9]1[CH:10]=[CH:11][CH:12]=[CH:13][C:8]=1[C:5]1[NH:6][CH:7]=[C:3]([C:2]#[N:16])[N:4]=1, predict the reactants needed to synthesize it. The reactants are: F[C:2](F)(F)[C:3]1[N:4]=[C:5]([C:8]2[CH:13]=[CH:12][CH:11]=[CH:10][N:9]=2)[NH:6][CH:7]=1.[NH4+:16].[OH-].